Dataset: Peptide-MHC class I binding affinity with 185,985 pairs from IEDB/IMGT. Task: Regression. Given a peptide amino acid sequence and an MHC pseudo amino acid sequence, predict their binding affinity value. This is MHC class I binding data. (1) The peptide sequence is KQWIVAGAI. The binding affinity (normalized) is 1.00. The MHC is HLA-A02:11 with pseudo-sequence HLA-A02:11. (2) The peptide sequence is GAIYKLGSSI. The MHC is HLA-A02:01 with pseudo-sequence HLA-A02:01. The binding affinity (normalized) is 0.0287. (3) The peptide sequence is RPDTRHLRVL. The MHC is HLA-A02:03 with pseudo-sequence HLA-A02:03. The binding affinity (normalized) is 0. (4) The peptide sequence is LVKTESWIL. The MHC is HLA-B35:01 with pseudo-sequence HLA-B35:01. The binding affinity (normalized) is 0.0847. (5) The peptide sequence is RQMATTTNPLI. The MHC is HLA-A02:01 with pseudo-sequence HLA-A02:01. The binding affinity (normalized) is 0.763. (6) The peptide sequence is ETMYLTMKA. The MHC is HLA-A02:06 with pseudo-sequence HLA-A02:06. The binding affinity (normalized) is 0.127.